Task: Binary Classification. Given a drug SMILES string, predict its activity (active/inactive) in a high-throughput screening assay against a specified biological target.. Dataset: Serine/threonine kinase 33 screen with 319,792 compounds (1) The drug is O1C(n2nc(c(nc2=O)N)C)CCC1. The result is 0 (inactive). (2) The drug is S=c1n(N\C=C2\C=C(OC)C(=O)C=C2)c(n[nH]1)c1n[nH]c(c1)C. The result is 1 (active). (3) The molecule is O=C(N(CC)CC(=O)Nc1cc2OCCOc2cc1)CC1CCCC1. The result is 0 (inactive). (4) The drug is S(=O)(=O)(N1CCC(CC1)C(=O)Nc1sccc1C#N)c1sccc1. The result is 0 (inactive). (5) The drug is Clc1ccc(Oc2nc(SC)nc3c2scc3)cc1. The result is 0 (inactive). (6) The drug is S(=O)(=O)(N1CCOCC1)c1cc2N(CC(=O)Nc3c(OC)ccc(c3)C)C(=O)COc2cc1. The result is 0 (inactive).